This data is from Forward reaction prediction with 1.9M reactions from USPTO patents (1976-2016). The task is: Predict the product of the given reaction. Given the reactants C([O:3][C:4]([CH:6]1[CH2:11][CH2:10][CH:9]([O:12][C:13]2[CH:18]=[CH:17][C:16]([C:19](=[O:31])[NH:20][CH:21]3[CH:28]4[CH2:29][CH:24]5[CH2:25][CH:26]([CH2:30][CH:22]3[CH2:23]5)[CH2:27]4)=[CH:15][CH:14]=2)[CH2:8][CH2:7]1)=O)C.CC(C[AlH]CC(C)C)C.C1(C)C=CC=CC=1.[NH4+].[Cl-], predict the reaction product. The product is: [CH:22]12[CH2:30][CH:26]3[CH2:25][CH:24]([CH2:29][CH:28]([CH2:27]3)[CH:21]1[NH:20][C:19](=[O:31])[C:16]1[CH:17]=[CH:18][C:13]([O:12][CH:9]3[CH2:8][CH2:7][CH:6]([CH2:4][OH:3])[CH2:11][CH2:10]3)=[CH:14][CH:15]=1)[CH2:23]2.